Dataset: Peptide-MHC class I binding affinity with 185,985 pairs from IEDB/IMGT. Task: Regression. Given a peptide amino acid sequence and an MHC pseudo amino acid sequence, predict their binding affinity value. This is MHC class I binding data. The peptide sequence is IVSPFIPL. The MHC is H-2-Kb with pseudo-sequence H-2-Kb. The binding affinity (normalized) is 0.385.